From a dataset of Full USPTO retrosynthesis dataset with 1.9M reactions from patents (1976-2016). Predict the reactants needed to synthesize the given product. (1) Given the product [NH2:7][CH2:8][CH:9]1[CH2:10][N:11]([C:13]([C:15]2[C:23]3[C:18](=[N:19][CH:20]=[CH:21][CH:22]=3)[S:17][C:16]=2[NH:24][C:25]2[CH:30]=[CH:29][C:28]([I:31])=[CH:27][C:26]=2[F:32])=[O:14])[CH2:12]1, predict the reactants needed to synthesize it. The reactants are: C(OC(=O)[NH:7][CH2:8][CH:9]1[CH2:12][N:11]([C:13]([C:15]2[C:23]3[C:18](=[N:19][CH:20]=[CH:21][CH:22]=3)[S:17][C:16]=2[NH:24][C:25]2[CH:30]=[CH:29][C:28]([I:31])=[CH:27][C:26]=2[F:32])=[O:14])[CH2:10]1)(C)(C)C.FC(F)(F)C(O)=O.C(=O)([O-])[O-].[Na+].[Na+]. (2) Given the product [CH3:1]/[CH:2]=[CH:3]/[CH:4]1[CH2:53][C@H:52]([OH:54])[C@H:6]([OH:66])[CH2:5]1, predict the reactants needed to synthesize it. The reactants are: [CH3:1][CH2:2][CH2:3][CH2:4][CH2:5][CH2:6]CN1C(C)=CS/C/1=C/C1SC=C(C)[N+]=1[CH2:1][CH2:2][CH2:3][CH2:4][CH2:5][CH2:6]C.[I-].[OH-].[Na+].[Na].[Na].[Na].[Na].C(ON(O[C:52](=[O:54])[CH3:53])CCN(OC(=O)C)OC(=O)C)(=O)C.C=CC1C=CC=CC=1.C(O)(=[O:66])C=C.CC(C(C(C(S)(C)C)(C)C)(C)C)C.[OH-].[Li+]. (3) Given the product [F:23][C:18]1[CH:19]=[CH:20][CH:21]=[CH:22][C:17]=1[CH:14]1[CH2:15][CH2:16][N:11]([CH2:10][C:8]2[N:7]([CH3:24])[C:6]3[CH:25]=[C:2]([CH3:26])[CH:3]=[CH:4][C:5]=3[N:9]=2)[CH2:12][CH2:13]1, predict the reactants needed to synthesize it. The reactants are: Br[C:2]1[CH:3]=[CH:4][C:5]2[N:9]=[C:8]([CH2:10][N:11]3[CH2:16][CH2:15][CH:14]([C:17]4[CH:22]=[CH:21][CH:20]=[CH:19][C:18]=4[F:23])[CH2:13][CH2:12]3)[N:7]([CH3:24])[C:6]=2[CH:25]=1.[CH3:26][Zn]C. (4) Given the product [O:2]=[C:3]1[C:12]2[CH2:11][CH2:10][CH2:9][CH2:8][C:7]=2[C:6]([NH:13][C:14]2[CH:15]=[C:16]([CH:22]=[CH:23][CH:24]=2)[C:17]([OH:19])=[O:18])=[CH:5][NH:4]1, predict the reactants needed to synthesize it. The reactants are: C[O:2][C:3]1[C:12]2[CH2:11][CH2:10][CH2:9][CH2:8][C:7]=2[C:6]([NH:13][C:14]2[CH:15]=[C:16]([CH:22]=[CH:23][CH:24]=2)[C:17]([O:19]CC)=[O:18])=[CH:5][N:4]=1.O=C1C2CCCCC=2C(NC2C=C(C=CC=2)C(OCC)=O)=CN1.[OH-].[K+]. (5) Given the product [C:1]([C:3]1[CH:4]=[CH:5][C:6]([O:7][C:8]2[CH:9]=[C:10]([CH:15]=[C:16]([O:18][C@@H:24]([CH3:25])[CH2:23][O:22][CH3:21])[CH:17]=2)[C:11]([O:13][CH3:14])=[O:12])=[CH:19][CH:20]=1)#[N:2], predict the reactants needed to synthesize it. The reactants are: [C:1]([C:3]1[CH:20]=[CH:19][C:6]([O:7][C:8]2[CH:9]=[C:10]([CH:15]=[C:16]([OH:18])[CH:17]=2)[C:11]([O:13][CH3:14])=[O:12])=[CH:5][CH:4]=1)#[N:2].[CH3:21][O:22][CH2:23][C@H:24](O)[CH3:25].C1(P(C2C=CC=CC=2)C2C=CC=CC=2)C=CC=CC=1.N(C(OCC)=O)=NC(OCC)=O. (6) Given the product [CH3:14][S:11]([N:8]1[C:4]2=[N:5][CH:6]=[CH:7][C:2]([B:15]3[O:19][C:18]([CH3:21])([CH3:20])[C:17]([CH3:23])([CH3:22])[O:16]3)=[C:3]2[CH:10]=[CH:9]1)(=[O:13])=[O:12], predict the reactants needed to synthesize it. The reactants are: Br[C:2]1[CH:7]=[CH:6][N:5]=[C:4]2[N:8]([S:11]([CH3:14])(=[O:13])=[O:12])[CH:9]=[CH:10][C:3]=12.[B:15]1([B:15]2[O:19][C:18]([CH3:21])([CH3:20])[C:17]([CH3:23])([CH3:22])[O:16]2)[O:19][C:18]([CH3:21])([CH3:20])[C:17]([CH3:23])([CH3:22])[O:16]1.C([O-])(=O)C.[K+]. (7) The reactants are: [NH3:1].C[O:3][C:4]([C@@H:6]1[O:10][C:9](=[O:11])[N:8]([C:12]2[CH:13]=[C:14]3[C:18](=[CH:19][CH:20]=2)[N:17]([CH:21]([CH3:23])[CH3:22])[C:16](=[O:24])[CH2:15]3)[CH2:7]1)=O. Given the product [CH:21]([N:17]1[C:18]2[C:14](=[CH:13][C:12]([N:8]3[CH2:7][C@H:6]([C:4]([NH2:1])=[O:3])[O:10][C:9]3=[O:11])=[CH:20][CH:19]=2)[CH2:15][C:16]1=[O:24])([CH3:22])[CH3:23], predict the reactants needed to synthesize it. (8) Given the product [F:21][C:18]1[CH:17]=[CH:16][C:15]([CH2:14][C:11]2[CH:12]=[C:13]3[C:8]([C:7]([OH:22])=[C:6]([C:23]([NH:25][CH2:26][CH2:27][N:28]4[CH2:29][CH2:30][O:31][CH2:32][CH2:33]4)=[O:24])[C:5](=[O:34])[N:4]3[CH2:3][CH2:2][NH:1][C:45](=[O:46])[O:47][CH3:48])=[N:9][CH:10]=2)=[CH:20][CH:19]=1, predict the reactants needed to synthesize it. The reactants are: [NH2:1][CH2:2][CH2:3][N:4]1[C:13]2[C:8](=[N:9][CH:10]=[C:11]([CH2:14][C:15]3[CH:20]=[CH:19][C:18]([F:21])=[CH:17][CH:16]=3)[CH:12]=2)[C:7]([OH:22])=[C:6]([C:23]([NH:25][CH2:26][CH2:27][N:28]2[CH2:33][CH2:32][O:31][CH2:30][CH2:29]2)=[O:24])[C:5]1=[O:34].C(N(C(C)C)CC)(C)C.Cl[C:45]([O:47][CH3:48])=[O:46]. (9) The reactants are: [CH3:1][Si:2](Cl)([CH3:4])[CH3:3].C(N(CC)CC)C.[C:13]([N:20]1[CH2:25][CH2:24][CH2:23][CH2:22][C:21]1=O)([O:15][C:16]([CH3:19])([CH3:18])[CH3:17])=[O:14].CN(C=[O:31])C. Given the product [C:16]([O:15][C:13]([N:20]1[CH2:25][CH:24]=[C:23]([O:31][Si:2]([CH3:4])([CH3:3])[CH3:1])[CH2:22][CH2:21]1)=[O:14])([CH3:19])([CH3:18])[CH3:17], predict the reactants needed to synthesize it.